Dataset: Reaction yield outcomes from USPTO patents with 853,638 reactions. Task: Predict the reaction yield, written as a fraction of the theoretical maximum amount of product (1.0 means a 100% yield; for example, 0.34 means a 34% yield). The reactants are [C:1]([O:5][C:6]([N:8]([CH2:10][C:11]1[CH:12]=[C:13]([C:28]2[CH:33]=[CH:32][CH:31]=[CH:30][CH:29]=2)[N:14]([S:16]([C:19]2[CH:20]=[C:21]([CH:25]=[CH:26][CH:27]=2)[C:22](O)=[O:23])(=[O:18])=[O:17])[CH:15]=1)[CH3:9])=[O:7])([CH3:4])([CH3:3])[CH3:2].Cl.C([N:37]=C=NCCCN(C)C)C.[NH4+].ON1C2C=CC=CC=2N=N1.O. The catalyst is CN(C)C=O. The product is [NH2:37][C:22]([C:21]1[CH:20]=[C:19]([S:16]([N:14]2[C:13]([C:28]3[CH:33]=[CH:32][CH:31]=[CH:30][CH:29]=3)=[CH:12][C:11]([CH2:10][N:8]([CH3:9])[C:6](=[O:7])[O:5][C:1]([CH3:2])([CH3:3])[CH3:4])=[CH:15]2)(=[O:17])=[O:18])[CH:27]=[CH:26][CH:25]=1)=[O:23]. The yield is 0.940.